Dataset: Catalyst prediction with 721,799 reactions and 888 catalyst types from USPTO. Task: Predict which catalyst facilitates the given reaction. (1) The catalyst class is: 19. Reactant: [CH3:1][C:2]1[CH:3]=[C:4]([CH:14]=[CH:15][C:16]=1[N+:17]([O-])=O)[O:5][CH2:6][CH2:7][N:8]1[CH2:13][CH2:12][O:11][CH2:10][CH2:9]1. Product: [CH3:1][C:2]1[CH:3]=[C:4]([O:5][CH2:6][CH2:7][N:8]2[CH2:13][CH2:12][O:11][CH2:10][CH2:9]2)[CH:14]=[CH:15][C:16]=1[NH2:17]. (2) Reactant: [CH3:1][O:2][C:3]1[CH:4]=[C:5](/[CH:15]=[CH:16]/[C:17]([N:19]2[CH2:23][CH:22]([C:24]3[CH:29]=[CH:28][CH:27]=[CH:26][CH:25]=3)[CH:21]([CH:30]=O)[CH2:20]2)=[O:18])[CH:6]=[CH:7][C:8]=1[N:9]1[CH:13]=[C:12]([CH3:14])[N:11]=[CH:10]1.Cl.[NH2:33][OH:34].C([O-])(=O)C.[Na+].O.C(=O)(O)[O-].[Na+]. Product: [CH3:1][O:2][C:3]1[CH:4]=[C:5]([CH:15]=[CH:16][C:17]([N:19]2[CH2:23][CH:22]([C:24]3[CH:25]=[CH:26][CH:27]=[CH:28][CH:29]=3)[CH:21](/[CH:30]=[N:33]/[OH:34])[CH2:20]2)=[O:18])[CH:6]=[CH:7][C:8]=1[N:9]1[CH:13]=[C:12]([CH3:14])[N:11]=[CH:10]1. The catalyst class is: 336. (3) Reactant: [CH:1]12[O:8][CH:5]([CH2:6][CH2:7]1)[CH2:4][N:3]([C:9]1[CH:14]=[CH:13][C:12]([NH:15][C:16]3[N:21]=[CH:20][N:19]=[C:18]([C:22]4[CH:42]=[CH:41][C:25]([O:26][C@H:27]5[CH2:32][CH2:31][N:30](C(OC(C)(C)C)=O)[CH2:29][C@H:28]5[F:40])=[C:24]([C:43]#[N:44])[CH:23]=4)[N:17]=3)=[CH:11][CH:10]=1)[CH2:2]2.FC(F)(F)C(O)=O. Product: [CH:1]12[O:8][CH:5]([CH2:6][CH2:7]1)[CH2:4][N:3]([C:9]1[CH:14]=[CH:13][C:12]([NH:15][C:16]3[N:21]=[CH:20][N:19]=[C:18]([C:22]4[CH:42]=[CH:41][C:25]([O:26][C@H:27]5[CH2:32][CH2:31][NH:30][CH2:29][C@H:28]5[F:40])=[C:24]([CH:23]=4)[C:43]#[N:44])[N:17]=3)=[CH:11][CH:10]=1)[CH2:2]2. The catalyst class is: 2. (4) The catalyst class is: 4. Product: [O:30]([C:28]([O:20][C:17]1[CH:18]=[CH:19][C:14]2[C:13]3[C:12]([O:21][CH3:22])=[C:11]([O:23][CH3:24])[C:10]([O:25][CH3:26])=[CH:9][C:8]=3[CH2:7][CH2:6][C@H:5]([NH:4][C:2](=[O:3])[CH3:1])[C:15]=2[CH:16]=1)=[O:29])[C:31]1[CH:36]=[CH:35][CH:34]=[CH:33][CH:32]=1. Reactant: [CH3:1][C:2]([NH:4][CH:5]1[C:15]2[CH:16]=[C:17]([OH:20])[CH:18]=[CH:19][C:14]=2[C:13]2[C:8](=[CH:9][C:10]([O:25][CH3:26])=[C:11]([O:23][CH3:24])[C:12]=2[O:21][CH3:22])[CH2:7][CH2:6]1)=[O:3].Cl[C:28]([O:30][C:31]1[CH:36]=[CH:35][CH:34]=[CH:33][CH:32]=1)=[O:29].C(N(CC)CC)C.